Dataset: Reaction yield outcomes from USPTO patents with 853,638 reactions. Task: Predict the reaction yield, written as a fraction of the theoretical maximum amount of product (1.0 means a 100% yield; for example, 0.34 means a 34% yield). (1) The reactants are [CH3:1][CH2:2][O:3][C:4]([C:6]([NH2:8])=S)=[O:5].[CH:9]([NH:11][NH2:12])=[O:10]. No catalyst specified. The product is [CH2:2]([O:3][C:4](=[O:5])[C:6]([N:11]([CH:9]=[O:10])[NH2:12])=[NH:8])[CH3:1]. The yield is 0.760. (2) The reactants are N#N.[CH3:3][O:4][C:5]1[C:10]([O:11][CH3:12])=[C:9]([O:13][CH3:14])[CH:8]=[CH:7][C:6]=1B(O)O.CCO.[CH3:21][O:22][C:23](=[O:31])[C:24]1[CH:29]=[CH:28][CH:27]=[C:26](Br)[CH:25]=1. The catalyst is C1(C)C=CC=CC=1.O.C1C=CC([P]([Pd]([P](C2C=CC=CC=2)(C2C=CC=CC=2)C2C=CC=CC=2)([P](C2C=CC=CC=2)(C2C=CC=CC=2)C2C=CC=CC=2)[P](C2C=CC=CC=2)(C2C=CC=CC=2)C2C=CC=CC=2)(C2C=CC=CC=2)C2C=CC=CC=2)=CC=1. The product is [CH3:21][O:22][C:23]([C:24]1[CH:25]=[C:26]([C:6]2[CH:7]=[CH:8][C:9]([O:13][CH3:14])=[C:10]([O:11][CH3:12])[C:5]=2[O:4][CH3:3])[CH:27]=[CH:28][CH:29]=1)=[O:31]. The yield is 0.580. (3) The reactants are [CH3:1][O:2][C:3]1[CH:4]=[C:5]2[C:10](=[CH:11][CH:12]=1)[CH:9]=[C:8]([C@H:13]([CH3:17])[C:14]([OH:16])=[O:15])[CH:7]=[CH:6]2.[OH:18][CH2:19][CH2:20][O:21][C:22]1[CH:31]=[CH:30][C:25]([O:26][CH2:27][CH2:28]O)=[CH:24][CH:23]=1.Cl.CN(C)CCCN=C=NCC.CCN(CC)CC. The catalyst is CN(C1C=CN=CC=1)C.CN(C=O)C. The product is [CH3:1][O:2][C:3]1[CH:4]=[C:5]2[C:10](=[CH:11][CH:12]=1)[CH:9]=[C:8]([C@H:13]([CH3:17])[C:14]([O:16][CH2:28][CH2:27][O:26][C:25]1[CH:30]=[CH:31][C:22]([O:21][CH2:20][CH2:19][OH:18])=[CH:23][CH:24]=1)=[O:15])[CH:7]=[CH:6]2. The yield is 0.310. (4) The reactants are [Cl:1][C:2]1[C:3]2[CH:10]=[C:9]([C:11]3[C:20]4[C:15](=[CH:16][CH:17]=[CH:18][CH:19]=4)[CH:14]=[CH:13][CH:12]=3)[N:8](S(C3C=CC=CC=3)(=O)=O)[C:4]=2[N:5]=[CH:6][N:7]=1.[OH-].[Na+]. The catalyst is C1COCC1.CO. The product is [Cl:1][C:2]1[C:3]2[CH:10]=[C:9]([C:11]3[C:20]4[C:15](=[CH:16][CH:17]=[CH:18][CH:19]=4)[CH:14]=[CH:13][CH:12]=3)[NH:8][C:4]=2[N:5]=[CH:6][N:7]=1. The yield is 0.650. (5) The reactants are [CH:1]1([C@H:7]([NH:12][C:13]([C:15]2[O:16][C:17]([C:20]3[CH:25]=[CH:24][C:23]([OH:26])=[CH:22][N:21]=3)=[CH:18][CH:19]=2)=[O:14])[C:8](=[O:11])[NH:9][CH3:10])[CH2:6][CH2:5][CH2:4][CH2:3][CH2:2]1.[N:27]1[CH:32]=[CH:31][CH:30]=[CH:29][C:28]=1CO.[CH:35]1C=CC(P(C2C=CC=CC=2)C2C=CC=CC=2)=CC=1.CC(OC(/N=N/C(OC(C)C)=O)=O)C. The catalyst is C1COCC1. The product is [CH:1]1([C@H:7]([NH:12][C:13]([C:15]2[O:16][C:17]([C:20]3[CH:25]=[CH:24][C:23]([O:26][CH2:35][C:31]4[CH:32]=[N:27][CH:28]=[CH:29][CH:30]=4)=[CH:22][N:21]=3)=[CH:18][CH:19]=2)=[O:14])[C:8](=[O:11])[NH:9][CH3:10])[CH2:6][CH2:5][CH2:4][CH2:3][CH2:2]1. The yield is 0.340. (6) The reactants are [C:1]([O:11][CH3:12])(=[O:10])[C@@H:2]([C:4]1[CH:9]=[CH:8][CH:7]=[CH:6][CH:5]=1)[OH:3].[Br:13][CH2:14][C:15](Br)=[O:16]. No catalyst specified. The product is [Br:13][CH2:14][C:15]([O:3][C@H:2]([C:4]1[CH:9]=[CH:8][CH:7]=[CH:6][CH:5]=1)[C:1]([O:11][CH3:12])=[O:10])=[O:16]. The yield is 0.880. (7) The reactants are Br[C:2]1[CH:7]=[CH:6][C:5]([S:8]([N:11]2[CH2:16][CH2:15][O:14][CH2:13][CH2:12]2)(=[O:10])=[O:9])=[CH:4][CH:3]=1.[C:17]([C:19]1[N:23]([CH3:24])[C:22](B(O)O)=[CH:21][CH:20]=1)#[N:18].[F-].[K+].C(P(C(C)(C)C)C(C)(C)C)(C)(C)C. The catalyst is C1C=CC(/C=C/C(/C=C/C2C=CC=CC=2)=O)=CC=1.C1C=CC(/C=C/C(/C=C/C2C=CC=CC=2)=O)=CC=1.C1C=CC(/C=C/C(/C=C/C2C=CC=CC=2)=O)=CC=1.[Pd].[Pd]. The product is [CH3:24][N:23]1[C:22]([C:2]2[CH:7]=[CH:6][C:5]([S:8]([N:11]3[CH2:16][CH2:15][O:14][CH2:13][CH2:12]3)(=[O:10])=[O:9])=[CH:4][CH:3]=2)=[CH:21][CH:20]=[C:19]1[C:17]#[N:18]. The yield is 0.0800. (8) The reactants are [CH3:1][S:2]([NH2:5])(=[O:4])=[O:3].[C:6]([C:10]1[CH:52]=[CH:51][C:13]([O:14][C:15]2[CH:20]=[CH:19][C:18]([C:21]3[CH:26]=[CH:25][C:24]([CH2:27][C:28]4[N:29]([CH2:41][C:42]5[CH:50]=[CH:49][C:45]([C:46](O)=[O:47])=[CH:44][CH:43]=5)[CH:30]=[C:31]([C:33]5[CH:38]=[CH:37][C:36]([Cl:39])=[CH:35][C:34]=5[Cl:40])[N:32]=4)=[CH:23][CH:22]=3)=[CH:17][CH:16]=2)=[CH:12][CH:11]=1)([CH3:9])([CH3:8])[CH3:7]. No catalyst specified. The product is [C:6]([C:10]1[CH:52]=[CH:51][C:13]([O:14][C:15]2[CH:16]=[CH:17][C:18]([C:21]3[CH:22]=[CH:23][C:24]([CH2:27][C:28]4[N:29]([CH2:41][C:42]5[CH:43]=[CH:44][C:45]([C:46]([NH:5][S:2]([CH3:1])(=[O:4])=[O:3])=[O:47])=[CH:49][CH:50]=5)[CH:30]=[C:31]([C:33]5[CH:38]=[CH:37][C:36]([Cl:39])=[CH:35][C:34]=5[Cl:40])[N:32]=4)=[CH:25][CH:26]=3)=[CH:19][CH:20]=2)=[CH:12][CH:11]=1)([CH3:9])([CH3:7])[CH3:8]. The yield is 0.510. (9) The reactants are [Cl:1][C:2]1[N:7]=[CH:6][C:5]2[C:8](I)=[N:9][N:10]([CH:11]([CH3:13])[CH3:12])[C:4]=2[CH:3]=1.[NH:15]1[CH2:20][CH2:19][O:18][CH2:17][CH2:16]1.C1(P(C2C=CC=CC=2)C2C3OC4C(=CC=CC=4P(C4C=CC=CC=4)C4C=CC=CC=4)C(C)(C)C=3C=CC=2)C=CC=CC=1.C(=O)([O-])[O-].[Cs+].[Cs+]. The catalyst is O1CCOCC1.C1C=CC(/C=C/C(/C=C/C2C=CC=CC=2)=O)=CC=1.C1C=CC(/C=C/C(/C=C/C2C=CC=CC=2)=O)=CC=1.C1C=CC(/C=C/C(/C=C/C2C=CC=CC=2)=O)=CC=1.[Pd].[Pd]. The product is [Cl:1][C:2]1[N:7]=[CH:6][C:5]2[C:8]([N:15]3[CH2:20][CH2:19][O:18][CH2:17][CH2:16]3)=[N:9][N:10]([CH:11]([CH3:13])[CH3:12])[C:4]=2[CH:3]=1. The yield is 0.590. (10) The reactants are [F:1][C:2]1[CH:7]=[CH:6][C:5]([C:8]2[C:12]([C:13]([O:15]C)=[O:14])=[CH:11][O:10][N:9]=2)=[CH:4][CH:3]=1.Cl. The catalyst is C(O)(=O)C. The product is [F:1][C:2]1[CH:3]=[CH:4][C:5]([C:8]2[C:12]([C:13]([OH:15])=[O:14])=[CH:11][O:10][N:9]=2)=[CH:6][CH:7]=1. The yield is 0.859.